Dataset: Forward reaction prediction with 1.9M reactions from USPTO patents (1976-2016). Task: Predict the product of the given reaction. (1) Given the reactants Br[C:2]1[N:7]2[N:8]=[C:9]([NH:11][C:12](=[O:19])[C:13]3[CH:18]=[CH:17][CH:16]=[N:15][CH:14]=3)[N:10]=[C:6]2[CH:5]=[CH:4][CH:3]=1.[NH:20]1[CH2:24][CH2:23][CH2:22][CH2:21]1, predict the reaction product. The product is: [N:20]1([C:2]2[N:7]3[N:8]=[C:9]([NH:11][C:12](=[O:19])[C:13]4[CH:18]=[CH:17][CH:16]=[N:15][CH:14]=4)[N:10]=[C:6]3[CH:5]=[CH:4][CH:3]=2)[CH2:24][CH2:23][CH2:22][CH2:21]1. (2) Given the reactants [CH:1]1([NH2:4])[CH2:3][CH2:2]1.F[C:6]1[CH:11]=[CH:10][CH:9]=[CH:8][C:7]=1[N+:12]([O-:14])=[O:13], predict the reaction product. The product is: [CH:1]1([NH:4][C:6]2[CH:11]=[CH:10][CH:9]=[CH:8][C:7]=2[N+:12]([O-:14])=[O:13])[CH2:3][CH2:2]1. (3) Given the reactants [N:1]12[CH2:8][CH2:7][CH:4]([CH2:5][CH2:6]1)[C@@H:3]([O:9][C:10](=[O:49])[NH:11][C:12]1[CH:17]=[C:16]([CH2:18][CH2:19][CH2:20][O:21][C:22]([NH:24][C:25]3[CH:30]=[C:29]([O:31][CH3:32])[C:28]([CH2:33][O:34][Si](C(C)(C)C)(C)C)=[CH:27][C:26]=3[Cl:42])=[O:23])[CH:15]=[CH:14][C:13]=1[C:43]1[CH:48]=[CH:47][CH:46]=[CH:45][CH:44]=1)[CH2:2]2.F.F.F.C(N(CC)CC)C.C(#N)C, predict the reaction product. The product is: [N:1]12[CH2:6][CH2:5][CH:4]([CH2:7][CH2:8]1)[C@@H:3]([O:9][C:10](=[O:49])[NH:11][C:12]1[CH:17]=[C:16]([CH2:18][CH2:19][CH2:20][O:21][C:22]([NH:24][C:25]3[CH:30]=[C:29]([O:31][CH3:32])[C:28]([CH2:33][OH:34])=[CH:27][C:26]=3[Cl:42])=[O:23])[CH:15]=[CH:14][C:13]=1[C:43]1[CH:44]=[CH:45][CH:46]=[CH:47][CH:48]=1)[CH2:2]2. (4) The product is: [CH2:1]([NH:3][C:4](=[O:28])[NH:5][C:6]1[N:11]=[CH:10][C:9]([C:12]2[S:13][C:14]([C:23]([OH:25])=[O:24])=[C:15]([C:17](=[O:22])[NH:18][CH2:19][CH2:20][CH3:21])[N:16]=2)=[CH:8][CH:7]=1)[CH3:2]. Given the reactants [CH2:1]([NH:3][C:4](=[O:28])[NH:5][C:6]1[N:11]=[CH:10][C:9]([C:12]2[S:13][C:14]([C:23]([O:25]CC)=[O:24])=[C:15]([C:17](=[O:22])[NH:18][CH2:19][CH2:20][CH3:21])[N:16]=2)=[CH:8][CH:7]=1)[CH3:2].[OH-].[Li+], predict the reaction product. (5) Given the reactants [Cl:1][C:2]1[N:7]=[N:6][C:5]([N:8]=[CH:9]N(C)C)=[CH:4][CH:3]=1.[Na+].[I-].Cl[CH2:16][C:17](=[O:19])[CH3:18], predict the reaction product. The product is: [Cl:1][C:2]1[CH:3]=[CH:4][C:5]2[N:6]([C:16]([C:17](=[O:19])[CH3:18])=[CH:9][N:8]=2)[N:7]=1.